Dataset: Drug-target binding data from BindingDB using Ki measurements. Task: Regression. Given a target protein amino acid sequence and a drug SMILES string, predict the binding affinity score between them. We predict pKi (pKi = -log10(Ki in M); higher means stronger inhibition). Dataset: bindingdb_ki. The compound is C=CCn1c(=O)ccn(Cc2ccccc2OCC(=O)Nc2ccccc2Cl)c1=O. The target protein sequence is PISPITVPVKLKPGMDGPKVKQWPLTEEKIKALTEICTEMEKEGKIEKIGPENPYNTPVFAIKKKDSTKWRKVVDFRELNKRTQDFWEVQLGIPHPAGLKKKKSVTVLDVGDAYFSVPLDKDFRKYTAFTIPSINNETPGIRYQYNVLPQGWKGSPAIFQSSMTKILEPFRKQNPDIVIYQYMDDLYVGSDLEIEQHRAKIEELRQHLLRWGFTTPDKKHQKEPPFLWMGYELHPDKWTVQPIVLPEKDSWTVN. The pKi is 4.0.